Task: Predict the reaction yield, written as a fraction of the theoretical maximum amount of product (1.0 means a 100% yield; for example, 0.34 means a 34% yield).. Dataset: Reaction yield outcomes from USPTO patents with 853,638 reactions (1) The reactants are [C:1]([C:5]1[CH:10]=[CH:9][C:8]([N+:11]([O-:13])=[O:12])=[CH:7][C:6]=1N)([CH3:4])([CH3:3])[CH3:2].N([O-])=O.[Na+].[O-:19][S:20]([O-:22])=O.[Na+].[Na+].[ClH:25]. The catalyst is O.[O-]S([O-])(=O)=O.[Cu+2]. The product is [C:1]([C:5]1[CH:10]=[CH:9][C:8]([N+:11]([O-:13])=[O:12])=[CH:7][C:6]=1[S:20]([Cl:25])(=[O:22])=[O:19])([CH3:4])([CH3:3])[CH3:2]. The yield is 0.170. (2) The product is [CH3:20][O:19][C:16]1[CH:17]=[CH:18][C:13]([C:11]2[O:12][C:7]([C:6]3[CH:5]=[C:4]([CH:23]=[CH:22][CH:21]=3)[C:3]([OH:2])=[O:24])=[N:9][CH:10]=2)=[CH:14][CH:15]=1. The reactants are C[O:2][C:3](=[O:24])[C:4]1[CH:23]=[CH:22][CH:21]=[C:6]([C:7]([NH:9][CH2:10][C:11]([C:13]2[CH:18]=[CH:17][C:16]([O:19][CH3:20])=[CH:15][CH:14]=2)=[O:12])=O)[CH:5]=1.[OH-].[Na+]. The yield is 0.910. The catalyst is C1COCC1.CO.O. (3) The reactants are CCN(C(C)C)C(C)C.CC(O)=O.[N:14]([CH2:17][CH2:18][CH2:19][CH2:20][N:21]1[CH:26]=[CH:25][C:24]([NH:27][C:28](=[O:41])[CH2:29][C:30]2[CH:35]=[CH:34][CH:33]=[C:32]([O:36][C:37]([F:40])([F:39])[F:38])[CH:31]=2)=[N:23][C:22]1=[O:42])=[N+:15]=[N-:16].[C:43]([OH:47])(=[O:46])[C:44]#[CH:45]. The catalyst is C(Cl)Cl.[Cu]I. The product is [O:42]=[C:22]1[N:23]=[C:24]([NH:27][C:28](=[O:41])[CH2:29][C:30]2[CH:35]=[CH:34][CH:33]=[C:32]([O:36][C:37]([F:40])([F:38])[F:39])[CH:31]=2)[CH:25]=[CH:26][N:21]1[CH2:20][CH2:19][CH2:18][CH2:17][N:14]1[CH:45]=[C:44]([C:43]([OH:47])=[O:46])[N:16]=[N:15]1. The yield is 0.230. (4) The reactants are C([N:8]1[CH2:12][C@@H:11]([CH:13]2[CH2:15][CH2:14]2)[C@H:10]([C:16]([O:18][CH2:19][CH3:20])=[O:17])[CH2:9]1)C1C=CC=CC=1.[CH3:33][C:32]([O:31][C:29](O[C:29]([O:31][C:32]([CH3:35])([CH3:34])[CH3:33])=[O:30])=[O:30])([CH3:35])[CH3:34]. The catalyst is CCO.[OH-].[OH-].[Pd+2]. The product is [CH:13]1([C@@H:11]2[CH2:12][N:8]([C:29]([O:31][C:32]([CH3:33])([CH3:34])[CH3:35])=[O:30])[CH2:9][C@H:10]2[C:16]([O:18][CH2:19][CH3:20])=[O:17])[CH2:14][CH2:15]1. The yield is 0.820. (5) The reactants are [N+:1]([CH2:3][C:4]([O:6]C)=O)#[C-:2].[NH:8]1[CH2:12][CH2:11][CH2:10][CH2:9]1. No catalyst specified. The product is [N+:1]([CH2:3][C:4]([N:8]1[CH2:12][CH2:11][CH2:10][CH2:9]1)=[O:6])#[C-:2]. The yield is 0.980. (6) The reactants are [Cl:1][C:2]1[C:7]([N:8]2[CH2:13][CH2:12][CH:11]([C:14]3[CH:19]=[C:18]([F:20])[C:17]([F:21])=[CH:16][C:15]=3[O:22][CH:23]([F:25])[F:24])[CH2:10][CH2:9]2)=[CH:6][N:5]=[N:4][C:3]=1[NH:26][NH:27][C:28](=O)[CH2:29][CH:30]1[CH2:32][CH2:31]1.C1(P(C2C=CC=CC=2)C2C=CC=CC=2)C=CC=CC=1.N([Si](C)(C)C)=[N+]=[N-].CCOC(/N=N/C(OCC)=O)=O.C1(C)C=CC=CC=1. The catalyst is C(Cl)Cl.C1COCC1.C(OCC)(=O)C.C(=O)(O)[O-].[Na+]. The product is [Cl:1][C:2]1[C:3]2[N:4]([C:28]([CH2:29][CH:30]3[CH2:31][CH2:32]3)=[N:27][N:26]=2)[N:5]=[CH:6][C:7]=1[N:8]1[CH2:13][CH2:12][CH:11]([C:14]2[CH:19]=[C:18]([F:20])[C:17]([F:21])=[CH:16][C:15]=2[O:22][CH:23]([F:24])[F:25])[CH2:10][CH2:9]1. The yield is 0.510.